This data is from Forward reaction prediction with 1.9M reactions from USPTO patents (1976-2016). The task is: Predict the product of the given reaction. (1) Given the reactants [CH2:1]([O:8][C:9]1[C:10](=[O:29])[CH:11]=[C:12]([CH2:17][NH:18][S:19]([C:22]2[CH:27]=[CH:26][CH:25]=[C:24](C)[CH:23]=2)(=[O:21])=[O:20])[O:13][C:14]=1[CH2:15][OH:16])[C:2]1[CH:7]=[CH:6][CH:5]=[CH:4][CH:3]=1.[CH2:30](OC1C(=O)C=C(CNS(C2C=CC=CC=2)(=O)=O)OC=1C=O)C1C=CC=CC=1, predict the reaction product. The product is: [CH2:1]([O:8][C:9]1[C:10](=[O:29])[CH:11]=[C:12]([CH2:17][NH:18][S:19]([C:22]2[CH:23]=[CH:24][C:25]([CH3:30])=[CH:26][CH:27]=2)(=[O:21])=[O:20])[O:13][C:14]=1[CH:15]=[O:16])[C:2]1[CH:3]=[CH:4][CH:5]=[CH:6][CH:7]=1. (2) Given the reactants Br[C:2]1[CH:3]=[C:4]2[C:9](=[CH:10][CH:11]=1)[N:8]=[CH:7][CH:6]=[C:5]2[S:12][C:13]1([C:17]([O:19][CH2:20][CH3:21])=[O:18])[CH2:16][CH2:15][CH2:14]1.[F:22][C:23]([F:34])([F:33])[C:24]1[CH:29]=[CH:28][C:27](B(O)O)=[CH:26][CH:25]=1.C(=O)([O-])[O-].[Na+].[Na+].O1CCOCC1, predict the reaction product. The product is: [F:22][C:23]([F:34])([F:33])[C:24]1[CH:29]=[CH:28][C:27]([C:2]2[CH:3]=[C:4]3[C:9](=[CH:10][CH:11]=2)[N:8]=[CH:7][CH:6]=[C:5]3[S:12][C:13]2([C:17]([O:19][CH2:20][CH3:21])=[O:18])[CH2:16][CH2:15][CH2:14]2)=[CH:26][CH:25]=1. (3) The product is: [C:57]([O:56][C:54]([N:61]1[CH2:66][CH2:65][N:64]([C:44]([CH:39]2[CH2:40][CH2:41][CH2:42][CH2:43][N:38]2[C:28]([O:30][CH2:31][C:32]2[CH:33]=[CH:34][CH:35]=[CH:36][CH:37]=2)=[O:29])=[O:46])[CH2:63][CH2:62]1)=[O:55])([CH3:60])([CH3:58])[CH3:59]. Given the reactants F[P-](F)(F)(F)(F)F.N1(O[P+](N(C)C)(N(C)C)N(C)C)C2C=CC=CC=2N=N1.[C:28]([N:38]1[CH2:43][CH2:42][CH2:41][CH2:40][CH:39]1[C:44]([OH:46])=O)([O:30][CH2:31][C:32]1[CH:37]=[CH:36][CH:35]=[CH:34][CH:33]=1)=[O:29].C(N(CC)CC)C.[C:54]([N:61]1[CH2:66][CH2:65][NH:64][CH2:63][CH2:62]1)([O:56][C:57]([CH3:60])([CH3:59])[CH3:58])=[O:55], predict the reaction product. (4) Given the reactants [N:1]([C:4]1[CH:9]=[C:8]([C:10]([O:12]C)=[O:11])[CH:7]=[C:6]([CH3:14])[C:5]=1[C:15]([O:17]C)=O)=[C:2]=[S:3].CO[C:21]1[C:26]([O:27][CH3:28])=[CH:25][N:24]=[C:23]([NH2:29])[CH:22]=1.[OH-].[Na+].Cl.CN([CH:36]=[O:37])C, predict the reaction product. The product is: [CH3:28][O:27][C:26]1[CH:21]=[CH:22][C:23]([N:29]2[C:15](=[O:17])[C:5]3[C:4](=[CH:9][C:8]([C:10]([OH:12])=[O:11])=[CH:7][C:6]=3[CH3:14])[NH:1][C:2]2=[S:3])=[N:24][C:25]=1[O:37][CH3:36].